From a dataset of CYP2C9 inhibition data for predicting drug metabolism from PubChem BioAssay. Regression/Classification. Given a drug SMILES string, predict its absorption, distribution, metabolism, or excretion properties. Task type varies by dataset: regression for continuous measurements (e.g., permeability, clearance, half-life) or binary classification for categorical outcomes (e.g., BBB penetration, CYP inhibition). Dataset: cyp2c9_veith. (1) The drug is C[C@@H]1CNCCN1S(=O)(=O)c1cccc2cnccc12. The result is 0 (non-inhibitor). (2) The compound is Cc1ccc(S(N)(=O)=O)cc1NC(=O)/C=C/c1cccs1. The result is 0 (non-inhibitor). (3) The molecule is Cc1c(C(=O)Nc2ccc(OC(F)(F)F)cc2)sc2nc3n(c(=O)c12)CCC3. The result is 1 (inhibitor). (4) The molecule is CSc1nc(NC2CCCC2)c([N+](=O)[O-])c(NC2CCCC2)n1. The result is 1 (inhibitor).